This data is from Forward reaction prediction with 1.9M reactions from USPTO patents (1976-2016). The task is: Predict the product of the given reaction. (1) Given the reactants [Cl:1][C:2]1[CH:3]=[C:4]([O:24]C)[C:5]([NH:8][S:9]([C:12]2[CH:13]=[N:14][CH:15]=[C:16]([C:18]3[CH:23]=[CH:22][CH:21]=[CH:20][CH:19]=3)[CH:17]=2)(=[O:11])=[O:10])=[N:6][CH:7]=1.B(Br)(Br)Br.C([O-])(O)=O.[Na+], predict the reaction product. The product is: [Cl:1][C:2]1[CH:3]=[C:4]([OH:24])[C:5]([NH:8][S:9]([C:12]2[CH:13]=[N:14][CH:15]=[C:16]([C:18]3[CH:23]=[CH:22][CH:21]=[CH:20][CH:19]=3)[CH:17]=2)(=[O:10])=[O:11])=[N:6][CH:7]=1. (2) Given the reactants I[CH:2]([I:4])I.[N:5]1([CH2:11][C:12]2[CH:19]=[CH:18][C:15]([CH:16]=O)=[CH:14][CH:13]=2)[CH2:10][CH2:9][O:8][CH2:7][CH2:6]1.O, predict the reaction product. The product is: [I:4]/[CH:2]=[CH:16]/[C:15]1[CH:14]=[CH:13][C:12]([CH2:11][N:5]2[CH2:10][CH2:9][O:8][CH2:7][CH2:6]2)=[CH:19][CH:18]=1. (3) Given the reactants C(NC(C)C)(C)C.[NH2:8][CH2:9][CH:10]([OH:13])[CH2:11][OH:12].F[P-](F)(F)(F)(F)F.N1([O:30][P+](N(C)C)(N(C)C)N(C)C)C2C=CC=CC=2N=N1.[CH3:41][C:42]1[CH:43]=[C:44]([C:59]2[CH:60]=[C:61]([C:65](O)=[O:66])[CH:62]=[N:63][CH:64]=2)[CH:45]=[C:46]([NH:48][C:49]2[N:54]=[C:53]([C:55]([F:58])([F:57])[F:56])[CH:52]=[CH:51][N:50]=2)[CH:47]=1.[OH2:68], predict the reaction product. The product is: [OH:13][CH:10]([CH2:11][OH:12])[CH2:9][NH:8][C:65]([C:61]1[CH:62]=[N:63][CH:64]=[C:59]([C:44]2[CH:45]=[C:46]([NH:48][C:49]3[N:54]=[C:53]([C:55]([F:58])([F:56])[F:57])[CH:52]=[CH:51][N:50]=3)[CH:47]=[C:42]([CH3:41])[CH:43]=2)[CH:60]=1)=[O:66].[C:53]([OH:30])([C:55]([F:58])([F:57])[F:56])=[O:68]. (4) Given the reactants [S:1]1[C:13]2[N:5]([C:6]3[C:11]([N:12]=2)=[CH:10][CH:9]=[C:8]([CH:14]=[O:15])[CH:7]=3)[CH2:4][CH2:3][CH2:2]1.[Br-].[Mg+2].[Br-].[N+:19]([C:22]1[CH:40]=[CH:39][C:25]([CH2:26][O:27][C:28]([C:30]2[N:31]3[CH:34]([S:35][CH:36]=2)[CH:33]([Br:37])[C:32]3=[O:38])=[O:29])=[CH:24][CH:23]=1)([O-:21])=[O:20].[C:41](OC(=O)C)(=[O:43])[CH3:42], predict the reaction product. The product is: [C:41]([O:15][CH:14]([C:8]1[CH:9]=[CH:10][C:11]2[N:12]=[C:13]3[S:1][CH2:2][CH2:3][CH2:4][N:5]3[C:6]=2[CH:7]=1)[C:33]1([Br:37])[C:32](=[O:38])[N:31]2[C@@H:34]1[S:35][CH:36]=[C:30]2[C:28]([O:27][CH2:26][C:25]1[CH:39]=[CH:40][C:22]([N+:19]([O-:21])=[O:20])=[CH:23][CH:24]=1)=[O:29])(=[O:43])[CH3:42]. (5) Given the reactants Cl[CH2:2][CH2:3][CH2:4][CH2:5][O:6][C:7](=[O:9])[CH3:8].[N-:10]=[N+:11]=[N-:12].[Na+], predict the reaction product. The product is: [C:7]([O:6][CH2:5][CH2:4][CH2:3][CH2:2][N:10]=[N+:11]=[N-:12])(=[O:9])[CH3:8]. (6) Given the reactants [C:1]([O:5][C:6]([N:8]1[CH2:13][CH2:12][C:11](=[O:14])[CH2:10][C@H:9]1[C:15](O)=[O:16])=[O:7])([CH3:4])([CH3:3])[CH3:2].B.O1CCCC1, predict the reaction product. The product is: [OH:14][CH:11]1[CH2:12][CH2:13][N:8]([C:6]([O:5][C:1]([CH3:2])([CH3:3])[CH3:4])=[O:7])[C@H:9]([CH2:15][OH:16])[CH2:10]1.